From a dataset of Full USPTO retrosynthesis dataset with 1.9M reactions from patents (1976-2016). Predict the reactants needed to synthesize the given product. (1) Given the product [C:15]([O:19][C:20]([N:22]1[CH2:26][C@@H:25]([CH2:27][N:28]([CH:45]([CH3:47])[CH3:46])[C:29](=[O:44])[C:30]2[CH:35]=[CH:34][C:33]([O:36][CH3:37])=[C:32]([O:38][CH2:39][CH2:40][CH2:41][O:42][CH3:43])[CH:31]=2)[C@H:24]([CH2:48][N:49]([C:53](=[O:62])[CH2:54][C:55]2[CH:60]=[CH:59][CH:58]=[C:57]([NH:61][C:8](=[O:10])[CH3:9])[CH:56]=2)[CH:50]2[CH2:51][CH2:52]2)[CH2:23]1)=[O:21])([CH3:17])([CH3:18])[CH3:16], predict the reactants needed to synthesize it. The reactants are: C(N(CC)CC)C.[C:8](OC(=O)C)(=[O:10])[CH3:9].[C:15]([O:19][C:20]([N:22]1[CH2:26][C@@H:25]([CH2:27][N:28]([CH:45]([CH3:47])[CH3:46])[C:29](=[O:44])[C:30]2[CH:35]=[CH:34][C:33]([O:36][CH3:37])=[C:32]([O:38][CH2:39][CH2:40][CH2:41][O:42][CH3:43])[CH:31]=2)[C@H:24]([CH2:48][N:49]([C:53](=[O:62])[CH2:54][C:55]2[CH:60]=[CH:59][CH:58]=[C:57]([NH2:61])[CH:56]=2)[CH:50]2[CH2:52][CH2:51]2)[CH2:23]1)=[O:21])([CH3:18])([CH3:17])[CH3:16].O. (2) Given the product [CH3:10][O:11][C:12]1[CH:13]=[C:14]([S:18]([NH:9][CH2:8][CH2:7][N:4]2[CH2:5][CH2:6][O:1][CH2:2][CH2:3]2)(=[O:20])=[O:19])[CH:15]=[CH:16][CH:17]=1, predict the reactants needed to synthesize it. The reactants are: [O:1]1[CH2:6][CH2:5][N:4]([CH2:7][CH2:8][NH2:9])[CH2:3][CH2:2]1.[CH3:10][O:11][C:12]1[CH:13]=[C:14]([S:18](Cl)(=[O:20])=[O:19])[CH:15]=[CH:16][CH:17]=1. (3) Given the product [F:11][C:5]1[CH:4]=[C:3]([F:12])[C:2]([NH:1][C:22]([NH:21][C:18]2[CH:17]=[CH:16][C:15]([C:14]([F:13])([F:24])[F:25])=[CH:20][CH:19]=2)=[O:23])=[CH:7][C:6]=1[B:8]([OH:10])[OH:9], predict the reactants needed to synthesize it. The reactants are: [NH2:1][C:2]1[C:3]([F:12])=[CH:4][C:5]([F:11])=[C:6]([B:8]([OH:10])[OH:9])[CH:7]=1.[F:13][C:14]([F:25])([F:24])[C:15]1[CH:20]=[CH:19][C:18]([N:21]=[C:22]=[O:23])=[CH:17][CH:16]=1. (4) Given the product [F:1][C:2]1[CH:7]=[CH:6][CH:5]=[CH:4][C:3]=1[N:8]1[C:16]2[C:11](=[C:12]([N:17]3[CH2:24][C@H:23]4[C@H:19]([CH2:20][N:21]([C:29](=[O:30])[CH2:28][C@@H:27]([OH:26])[CH3:32])[CH2:22]4)[C:18]3=[O:25])[CH:13]=[CH:14][CH:15]=2)[CH:10]=[N:9]1, predict the reactants needed to synthesize it. The reactants are: [F:1][C:2]1[CH:7]=[CH:6][CH:5]=[CH:4][C:3]=1[N:8]1[C:16]2[C:11](=[C:12]([N:17]3[CH2:24][C@H:23]4[C@H:19]([CH2:20][NH:21][CH2:22]4)[C:18]3=[O:25])[CH:13]=[CH:14][CH:15]=2)[CH:10]=[N:9]1.[OH:26][C@@H:27]([CH3:32])[CH2:28][C:29](O)=[O:30].C(N(C(C)C)C(C)C)C.F[P-](F)(F)(F)(F)F.CN(C(N1C2C(=NC=CC=2)[N+]([O-])=N1)=[N+](C)C)C. (5) Given the product [F:27][C:24]1[CH:25]=[CH:26][C:21]([C@:13]2([CH2:16][C:17]([OH:20])([CH3:19])[CH3:18])[O:12][C:11](=[O:28])[N:10]([C@H:8]([C:5]3[CH:6]=[CH:7][C:2]([C:34]4[CH:35]=[N:36][C:31]([O:30][CH3:29])=[CH:32][CH:33]=4)=[CH:3][CH:4]=3)[CH3:9])[CH2:15][CH2:14]2)=[CH:22][CH:23]=1, predict the reactants needed to synthesize it. The reactants are: Br[C:2]1[CH:7]=[CH:6][C:5]([C@@H:8]([N:10]2[CH2:15][CH2:14][C@@:13]([C:21]3[CH:26]=[CH:25][C:24]([F:27])=[CH:23][CH:22]=3)([CH2:16][C:17]([OH:20])([CH3:19])[CH3:18])[O:12][C:11]2=[O:28])[CH3:9])=[CH:4][CH:3]=1.[CH3:29][O:30][C:31]1[N:36]=[CH:35][C:34](B(O)O)=[CH:33][CH:32]=1. (6) Given the product [I:1][C:2]1[CH:7]=[CH:6][CH:5]=[CH:4][C:3]=1[CH2:8][CH2:9][C:10]1[NH:22][N:21]=[C:12]([C:13]([O:15][CH2:16][CH3:17])=[O:14])[CH:11]=1, predict the reactants needed to synthesize it. The reactants are: [I:1][C:2]1[CH:7]=[CH:6][CH:5]=[CH:4][C:3]=1[CH2:8][CH2:9][C:10](=O)[CH2:11][C:12](=O)[C:13]([O:15][CH2:16][CH3:17])=[O:14].O.[NH2:21][NH2:22].C(=O)(O)[O-].[Na+]. (7) Given the product [CH:19]([CH:8]1[C:7](=[O:22])[N:6]([CH2:5][CH2:4][C:3]([OH:23])=[O:2])[C:11]2[CH:12]=[C:13]([N+:16]([O-:18])=[O:17])[CH:14]=[CH:15][C:10]=2[O:9]1)([CH3:21])[CH3:20], predict the reactants needed to synthesize it. The reactants are: C[O:2][C:3](=[O:23])[CH2:4][CH2:5][N:6]1[C:11]2[CH:12]=[C:13]([N+:16]([O-:18])=[O:17])[CH:14]=[CH:15][C:10]=2[O:9][CH:8]([CH:19]([CH3:21])[CH3:20])[C:7]1=[O:22].[OH-].[Na+]. (8) Given the product [CH2:4]([O:6][C:7]([C:8]1[C:10]2[CH2:14][CH2:13][C:12]([CH3:16])([CH3:15])[C:11]=2[NH:3][N:2]=1)=[O:18])[CH3:5], predict the reactants needed to synthesize it. The reactants are: O.[NH2:2][NH2:3].[CH2:4]([O:6][C:7](=[O:18])[C:8]([CH:10]1[CH2:14][CH2:13][C:12]([CH3:16])([CH3:15])[C:11]1=O)=O)[CH3:5].